From a dataset of Forward reaction prediction with 1.9M reactions from USPTO patents (1976-2016). Predict the product of the given reaction. (1) Given the reactants [NH2:1][C:2]1[CH:3]=[C:4]2[C:9](=[CH:10][CH:11]=1)[N:8]=[CH:7][C:6]([C:12]#[N:13])=[C:5]2[NH:14][CH:15]1[CH2:21][CH2:20][CH2:19][CH2:18][CH2:17][CH2:16]1.[BH3-]C#N.[Na+].[N:26]1([CH2:32][CH:33]=O)[CH2:31][CH2:30][O:29][CH2:28][CH2:27]1.C([O-])(O)=O.[Na+], predict the reaction product. The product is: [CH:15]1([NH:14][C:5]2[C:4]3[C:9](=[CH:10][CH:11]=[C:2]([NH:1][CH2:33][CH2:32][N:26]4[CH2:31][CH2:30][O:29][CH2:28][CH2:27]4)[CH:3]=3)[N:8]=[CH:7][C:6]=2[C:12]#[N:13])[CH2:16][CH2:17][CH2:18][CH2:19][CH2:20][CH2:21]1. (2) Given the reactants [Cl:1][C:2]1[CH:3]=[C:4]2[C:9](=[CH:10][CH:11]=1)[N:8]=[CH:7][C:6]([OH:12])=[CH:5]2.[H-].[Na+].[CH3:15][Si:16]([CH2:19][CH2:20][O:21][CH2:22]Cl)([CH3:18])[CH3:17].[Cl-].[NH4+], predict the reaction product. The product is: [Cl:1][C:2]1[CH:3]=[C:4]2[C:9](=[CH:10][CH:11]=1)[N:8]=[CH:7][C:6]([O:12][CH2:22][O:21][CH2:20][CH2:19][Si:16]([CH3:18])([CH3:17])[CH3:15])=[CH:5]2. (3) Given the reactants [CH3:1][N:2]1[C:7](=[O:8])[CH:6]=[CH:5][C:4]([C:9](=O)[CH2:10][CH:11]([C:19]2[CH:34]=[CH:33][C:22]([C:23]([NH:25][CH2:26][CH:27]([OH:32])[C:28]([F:31])([F:30])[F:29])=[O:24])=[CH:21][CH:20]=2)[C:12]2[CH:17]=[CH:16][CH:15]=[CH:14][C:13]=2[CH3:18])=[CH:3]1.Cl.[NH2:37][OH:38].C(=O)([O-])O.[Na+], predict the reaction product. The product is: [OH:38]/[N:37]=[C:9](/[C:4]1[CH:5]=[CH:6][C:7](=[O:8])[N:2]([CH3:1])[CH:3]=1)\[CH2:10][CH:11]([C:19]1[CH:34]=[CH:33][C:22]([C:23]([NH:25][CH2:26][CH:27]([OH:32])[C:28]([F:31])([F:30])[F:29])=[O:24])=[CH:21][CH:20]=1)[C:12]1[CH:17]=[CH:16][CH:15]=[CH:14][C:13]=1[CH3:18].